From a dataset of Reaction yield outcomes from USPTO patents with 853,638 reactions. Predict the reaction yield, written as a fraction of the theoretical maximum amount of product (1.0 means a 100% yield; for example, 0.34 means a 34% yield). (1) The reactants are Br[C:2]1[CH:3]=[CH:4][C:5]([CH3:8])=[N:6][CH:7]=1.[CH2:9](C([Sn])=C(CCCC)CCCC)[CH2:10]CC. The catalyst is CN(C=O)C.C1COCC1.O.C1C=CC([P]([Pd]([P](C2C=CC=CC=2)(C2C=CC=CC=2)C2C=CC=CC=2)([P](C2C=CC=CC=2)(C2C=CC=CC=2)C2C=CC=CC=2)[P](C2C=CC=CC=2)(C2C=CC=CC=2)C2C=CC=CC=2)(C2C=CC=CC=2)C2C=CC=CC=2)=CC=1. The product is [CH3:8][C:5]1[CH:4]=[CH:3][C:2]([CH:9]=[CH2:10])=[CH:7][N:6]=1. The yield is 0.470. (2) The reactants are [CH2:1]([C:3]1[C:4]([CH3:10])=[N+:5]([O-:9])[CH:6]=[CH:7][CH:8]=1)[CH3:2].S(=O)(=O)(O)O.[N+:16]([O-])([OH:18])=[O:17]. No catalyst specified. The product is [CH2:1]([C:3]1[C:4]([CH3:10])=[N+:5]([O-:9])[CH:6]=[CH:7][C:8]=1[N+:16]([O-:18])=[O:17])[CH3:2]. The yield is 0.345. (3) The reactants are [Cl:1][C:2]1[C:3]([O:12][C:13]2[CH:18]=[C:17]([O:19][CH2:20][O:21][CH3:22])[CH:16]=[CH:15][C:14]=2/[CH:23]=[CH:24]/[C:25]([O:27][CH2:28][CH3:29])=[O:26])=[N:4][CH:5]=[C:6]([C:8]([F:11])([F:10])[F:9])[CH:7]=1. The catalyst is C(O)C.[C].[Pd]. The product is [Cl:1][C:2]1[C:3]([O:12][C:13]2[CH:18]=[C:17]([O:19][CH2:20][O:21][CH3:22])[CH:16]=[CH:15][C:14]=2[CH2:23][CH2:24][C:25]([O:27][CH2:28][CH3:29])=[O:26])=[N:4][CH:5]=[C:6]([C:8]([F:9])([F:11])[F:10])[CH:7]=1. The yield is 0.850. (4) The reactants are [F:1][C:2]1[CH:3]=[C:4]([NH:13][C:14]([C@H:16]2[C:25]3[C:20](=[CH:21][C:22]([O:26][CH3:27])=[CH:23][CH:24]=3)[CH2:19][CH2:18][N:17]2[C:28]([C@@H:30]2[CH2:32][C@H:31]2[CH2:33][C:34]([O:36]CC2C=CC=CC=2)=[O:35])=[O:29])=[O:15])[CH:5]=[C:6]([F:12])[C:7]=1[Si:8]([CH3:11])([CH3:10])[CH3:9]. The catalyst is CO.[C].[Pd]. The product is [F:1][C:2]1[CH:3]=[C:4]([NH:13][C:14]([C@H:16]2[C:25]3[C:20](=[CH:21][C:22]([O:26][CH3:27])=[CH:23][CH:24]=3)[CH2:19][CH2:18][N:17]2[C:28]([C@@H:30]2[CH2:32][C@H:31]2[CH2:33][C:34]([OH:36])=[O:35])=[O:29])=[O:15])[CH:5]=[C:6]([F:12])[C:7]=1[Si:8]([CH3:9])([CH3:10])[CH3:11]. The yield is 0.746. (5) The reactants are [Cl:1][C:2]1[C:3]([F:12])=[C:4]([CH:8]=[CH:9][C:10]=1[F:11])[C:5]([OH:7])=[O:6].OS(O)(=O)=O.[N+:18]([O-])([OH:20])=[O:19]. No catalyst specified. The product is [Cl:1][C:2]1[C:3]([F:12])=[C:4]([CH:8]=[C:9]([N+:18]([O-:20])=[O:19])[C:10]=1[F:11])[C:5]([OH:7])=[O:6]. The yield is 0.950. (6) The yield is 0.280. The reactants are [Cl:1][C:2]1[CH:3]=[C:4]2[C:13](=[C:14]3[C:19]=1[CH:18]=[CH:17][CH:16]=[N:15]3)[NH:12][S:11](=[O:21])(=[O:20])[C:10]1[C:5]2=[CH:6][C:7](F)=[CH:8][CH:9]=1.[CH3:23][N:24]1[CH2:29][CH2:28][NH:27][CH2:26][CH2:25]1. The catalyst is CN1C(=O)CCC1. The product is [Cl:1][C:2]1[CH:3]=[C:4]2[C:13](=[C:14]3[C:19]=1[CH:18]=[CH:17][CH:16]=[N:15]3)[NH:12][S:11](=[O:21])(=[O:20])[C:10]1[C:5]2=[CH:6][C:7]([N:27]2[CH2:28][CH2:29][N:24]([CH3:23])[CH2:25][CH2:26]2)=[CH:8][CH:9]=1. (7) The reactants are [CH3:1][O:2][C:3]([C:5]1[CH:16]=[CH:15][C:8]2[N:9]([CH2:12][CH2:13]Cl)[CH:10]=[N:11][C:7]=2[CH:6]=1)=[O:4].[N-:17]=[N+:18]=[N-:19].[Na+]. The catalyst is CS(C)=O. The product is [CH3:1][O:2][C:3]([C:5]1[CH:16]=[CH:15][C:8]2[N:9]([CH2:12][CH2:13][N:17]=[N+:18]=[N-:19])[CH:10]=[N:11][C:7]=2[CH:6]=1)=[O:4]. The yield is 0.910.